Predict the reactants needed to synthesize the given product. From a dataset of Full USPTO retrosynthesis dataset with 1.9M reactions from patents (1976-2016). (1) Given the product [C:1]([O:4][CH2:5][CH2:6][CH2:7][O:8][C:9]1[CH:10]=[C:11]2[C:16](=[CH:17][C:18]=1[O:19][CH3:20])[C:15]([CH2:21][C:22]1[CH:27]=[CH:26][CH:25]=[C:24]([O:28][CH2:29][CH3:30])[CH:23]=1)=[N:14][CH:13]=[C:12]2[CH:31]=[O:32])(=[O:3])[CH3:2], predict the reactants needed to synthesize it. The reactants are: [C:1]([O:4][CH2:5][CH2:6][CH2:7][O:8][C:9]1[CH:10]=[C:11]2[C:16](=[CH:17][C:18]=1[O:19][CH3:20])[CH:15]([CH2:21][C:22]1[CH:27]=[CH:26][CH:25]=[C:24]([O:28][CH2:29][CH3:30])[CH:23]=1)[NH:14][CH:13]=[C:12]2[CH:31]=[O:32])(=[O:3])[CH3:2]. (2) Given the product [Br:12][C:13]1[CH:14]=[CH:15][C:16]2[C:17]3[S:25][C:24]([CH2:26][CH2:27][CH3:28])=[N:23][C:18]=3[CH:19]=[N+:20]([O-:6])[C:21]=2[CH:22]=1, predict the reactants needed to synthesize it. The reactants are: ClC1C=C(C=CC=1)C(OO)=[O:6].[Br:12][C:13]1[CH:14]=[CH:15][C:16]2[C:17]3[S:25][C:24]([CH2:26][CH2:27][CH3:28])=[N:23][C:18]=3[CH:19]=[N:20][C:21]=2[CH:22]=1. (3) The reactants are: C(NC1CCCCC1)(C)C.C([Li])CCC.[CH3:16][O:17][C:18](=[O:30])[CH2:19][C:20]1[CH:25]=[C:24]([O:26][CH3:27])[CH:23]=[C:22]([O:28][CH3:29])[CH:21]=1.[Cl:31][C:32]1[N:37]=[C:36]([Cl:38])[C:35]([CH2:39]I)=[CH:34][N:33]=1. Given the product [CH3:16][O:17][C:18](=[O:30])[CH:19]([C:20]1[CH:25]=[C:24]([O:26][CH3:27])[CH:23]=[C:22]([O:28][CH3:29])[CH:21]=1)[CH2:39][C:35]1[C:36]([Cl:38])=[N:37][C:32]([Cl:31])=[N:33][CH:34]=1, predict the reactants needed to synthesize it. (4) Given the product [NH2:14][C:12]1[CH:11]=[CH:10][C:9]([S:21]([NH:25][C:26]2[CH:27]=[CH:28][C:29]3[CH2:33][O:32][B:31]([OH:34])[C:30]=3[CH:35]=2)(=[O:22])=[O:23])=[C:8]([CH2:7][C:5]2[O:6][C:2]([CH3:1])=[N:3][N:4]=2)[CH:13]=1, predict the reactants needed to synthesize it. The reactants are: [CH3:1][C:2]1[O:6][C:5]([CH2:7][C:8]2[CH:13]=[C:12]([NH:14]C(=O)C(F)(F)F)[CH:11]=[CH:10][C:9]=2[S:21](Cl)(=[O:23])=[O:22])=[N:4][N:3]=1.[NH2:25][C:26]1[CH:27]=[CH:28][C:29]2[CH2:33][O:32][B:31]([OH:34])[C:30]=2[CH:35]=1.N1C=CC=CC=1. (5) Given the product [CH3:30][N:28]1[CH2:27][CH2:26][C:9]2[N:10]=[C:11]([NH:13][C:14]3[CH:19]=[CH:18][C:17]([N:20]4[CH:24]=[CH:23][N:22]=[C:21]4[CH3:25])=[CH:16][CH:15]=3)[N:12]=[C:7]([N:33]3[C:41]4[C:36](=[CH:37][CH:38]=[CH:39][CH:40]=4)[CH2:35][C@@H:34]3[CH2:42][OH:43])[C:8]=2[CH2:29]1, predict the reactants needed to synthesize it. The reactants are: FC(F)(F)S(O[C:7]1[C:8]2[CH2:29][N:28]([CH3:30])[CH2:27][CH2:26][C:9]=2[N:10]=[C:11]([NH:13][C:14]2[CH:19]=[CH:18][C:17]([N:20]3[CH:24]=[CH:23][N:22]=[C:21]3[CH3:25])=[CH:16][CH:15]=2)[N:12]=1)(=O)=O.[NH:33]1[C:41]2[C:36](=[CH:37][CH:38]=[CH:39][CH:40]=2)[CH2:35][C@@H:34]1[CH2:42][OH:43]. (6) Given the product [CH:31]1([C:34]([NH:36][C:37]2[CH:38]=[CH:39][C:40]([S:43][C:2]3[N:7]=[C:6]([C:8]([O:10][CH3:11])=[O:9])[C:5]([N+:12]([O-:14])=[O:13])=[C:4]([NH:24][C:25]4[CH:29]=[C:28]([CH3:30])[NH:27][N:26]=4)[N:3]=3)=[CH:41][CH:42]=2)=[O:35])[CH2:32][CH2:33]1, predict the reactants needed to synthesize it. The reactants are: Cl[C:2]1[N:7]=[C:6]([C:8]([O:10][CH3:11])=[O:9])[C:5]([N+:12]([O-:14])=[O:13])=[C:4](Cl)[N:3]=1.N1C(C)=CC=CC=1C.[NH2:24][C:25]1[CH:29]=[C:28]([CH3:30])[NH:27][N:26]=1.[CH:31]1([C:34]([NH:36][C:37]2[CH:42]=[CH:41][C:40]([SH:43])=[CH:39][CH:38]=2)=[O:35])[CH2:33][CH2:32]1.